From a dataset of Forward reaction prediction with 1.9M reactions from USPTO patents (1976-2016). Predict the product of the given reaction. (1) Given the reactants [C:1]([C:3]1[CH:4]=[C:5]2[C:10](=[CH:11][CH:12]=1)[NH:9][C@@H:8]([CH:13]1[CH2:15][CH2:14]1)[C@H:7]([CH3:16])[C@H:6]2[NH:17][C:18](=[O:27])[O:19][CH2:20][C:21]1[CH:26]=[CH:25][CH:24]=[CH:23][CH:22]=1)#[N:2].CCN(C(C)C)C(C)C.[C:37](Cl)(=[O:39])[CH3:38], predict the reaction product. The product is: [C:37]([N:9]1[C:10]2[C:5](=[CH:4][C:3]([C:1]#[N:2])=[CH:12][CH:11]=2)[C@H:6]([NH:17][C:18](=[O:27])[O:19][CH2:20][C:21]2[CH:26]=[CH:25][CH:24]=[CH:23][CH:22]=2)[C@@H:7]([CH3:16])[C@@H:8]1[CH:13]1[CH2:15][CH2:14]1)(=[O:39])[CH3:38]. (2) Given the reactants [CH:1]1[C:9]2[C:8]3[CH:10]=[CH:11][C:12]([C:14]4[CH:34]=[CH:33][CH:32]=[CH:31][C:15]=4[NH:16][C:17]4[CH:22]=[CH:21][C:20]([CH2:23][CH2:24][CH2:25][CH2:26][CH2:27][CH2:28][CH2:29][CH3:30])=[CH:19][CH:18]=4)=[CH:13][C:7]=3[S:6][C:5]=2[CH:4]=[C:3]([C:35]2[CH:55]=[CH:54][CH:53]=[CH:52][C:36]=2[NH:37][C:38]2[CH:43]=[CH:42][C:41]([CH2:44][CH2:45][CH2:46][CH2:47][CH2:48][CH2:49][CH2:50][CH3:51])=[CH:40][CH:39]=2)[CH:2]=1, predict the reaction product. The product is: [CH2:44]([C:41]1[CH:42]=[CH:43][C:38]([N:37]2[C:2]3[CH:1]=[C:9]4[C:8]5[C:7]([S:6][C:5]4=[CH:4][C:3]=3[C:35]3[C:36]2=[CH:52][CH:53]=[CH:54][CH:55]=3)=[CH:13][C:12]2[C:14]3[CH:34]=[CH:33][CH:32]=[CH:31][C:15]=3[N:16]([C:17]3[CH:18]=[CH:19][C:20]([CH2:23][CH2:24][CH2:25][CH2:26][CH2:27][CH2:28][CH2:29][CH3:30])=[CH:21][CH:22]=3)[C:11]=2[CH:10]=5)=[CH:39][CH:40]=1)[CH2:45][CH2:46][CH2:47][CH2:48][CH2:49][CH2:50][CH3:51]. (3) Given the reactants [F:1][C:2]1[CH:10]=[CH:9][CH:8]=[C:7]2[C:3]=1[CH2:4][CH2:5][N:6]2[C:11]([O:13][C:14]([CH3:17])([CH3:16])[CH3:15])=[O:12].[Br:18]N1C(=O)CCC1=O, predict the reaction product. The product is: [Br:18][C:10]1[C:2]([F:1])=[C:3]2[C:7](=[CH:8][CH:9]=1)[N:6]([C:11]([O:13][C:14]([CH3:17])([CH3:16])[CH3:15])=[O:12])[CH2:5][CH2:4]2.